From a dataset of Reaction yield outcomes from USPTO patents with 853,638 reactions. Predict the reaction yield, written as a fraction of the theoretical maximum amount of product (1.0 means a 100% yield; for example, 0.34 means a 34% yield). The reactants are [Cl:1][C:2]1[CH:7]=[CH:6][C:5]([NH:8][C:9](=[O:11])[CH3:10])=[C:4]([CH:12]=[CH2:13])[CH:3]=1.[Cl:14][C:15]1[CH:20]=[C:19](Cl)[C:18]([CH2:22]Cl)=[CH:17][N:16]=1.C(N1C2C=CC=CC=2C=CC2N=C(Cl)C(F)=CC=2C1)(=O)C. No catalyst specified. The product is [C:9]([N:8]1[C:5]2[CH:6]=[CH:7][C:2]([Cl:1])=[CH:3][C:4]=2[CH:12]=[CH:13][C:19]2[CH:20]=[C:15]([Cl:14])[N:16]=[CH:17][C:18]=2[CH2:22]1)(=[O:11])[CH3:10]. The yield is 0.520.